Dataset: Forward reaction prediction with 1.9M reactions from USPTO patents (1976-2016). Task: Predict the product of the given reaction. Given the reactants [CH3:1][C:2]1[CH:3]=[C:4]([OH:17])[CH:5]=[CH:6][C:7]=1B1OC(C)(C)C(C)(C)O1.[CH3:18][O:19][C:20](=[O:29])[C:21]1[CH:26]=[CH:25][C:24](Br)=[CH:23][C:22]=1[F:28].N#N.C([O-])([O-])=O.[Na+].[Na+].Cl, predict the reaction product. The product is: [CH3:18][O:19][C:20]([C:21]1[CH:26]=[CH:25][C:24]([C:7]2[CH:6]=[CH:5][C:4]([OH:17])=[CH:3][C:2]=2[CH3:1])=[CH:23][C:22]=1[F:28])=[O:29].